From a dataset of Forward reaction prediction with 1.9M reactions from USPTO patents (1976-2016). Predict the product of the given reaction. (1) Given the reactants [F:1][C:2]1([F:15])[CH2:4][CH:3]1[C:5]1[N:10]=[C:9]([S:11][CH3:12])[CH:8]=[C:7](SC)[N:6]=1.[F:16][CH:17]([F:35])[O:18][C:19]1[C:20]([NH2:34])=[N:21][CH:22]=[C:23](B2OC(C)(C)C(C)(C)O2)[CH:24]=1.C(=O)([O-])[O-].[Cs+].[Cs+], predict the reaction product. The product is: [F:15][C:2]1([F:1])[CH2:4][CH:3]1[C:5]1[N:6]=[C:7]([C:23]2[CH:24]=[C:19]([O:18][CH:17]([F:35])[F:16])[C:20]([NH2:34])=[N:21][CH:22]=2)[CH:8]=[C:9]([S:11][CH3:12])[N:10]=1. (2) Given the reactants [NH2:1][C:2]1[CH:7]=[CH:6][CH:5]=[CH:4][C:3]=1[C:8]1[NH:12][C:11]([CH3:13])=[C:10]([C:14]([NH2:16])=[O:15])[CH:9]=1.CN(C1C=CC=CN=1)C.[F:26][C:27]1[CH:32]=[C:31]([F:33])[CH:30]=[CH:29][C:28]=1[S:34](Cl)(=[O:36])=[O:35], predict the reaction product. The product is: [F:26][C:27]1[CH:32]=[C:31]([F:33])[CH:30]=[CH:29][C:28]=1[S:34]([NH:1][C:2]1[CH:7]=[CH:6][CH:5]=[CH:4][C:3]=1[C:8]1[NH:12][C:11]([CH3:13])=[C:10]([C:14]([NH2:16])=[O:15])[CH:9]=1)(=[O:36])=[O:35]. (3) Given the reactants [OH:1][C@H:2]([CH3:6])[C:3](N)=O.F[B-](F)(F)F.C([O+](CC)CC)C.[NH2:19][C:20]1[C:21]([NH:29][C@H:30]2[CH2:35][CH2:34][C@H:33]([CH2:36][C:37]([O:39][CH2:40][CH3:41])=[O:38])[CH2:32][CH2:31]2)=[C:22]2[S:28][CH:27]=[CH:26][C:23]2=[N:24][CH:25]=1, predict the reaction product. The product is: [CH2:40]([O:39][C:37](=[O:38])[CH2:36][C@H:33]1[CH2:32][CH2:31][C@H:30]([N:29]2[C:21]3=[C:22]4[S:28][CH:27]=[CH:26][C:23]4=[N:24][CH:25]=[C:20]3[N:19]=[C:3]2[C@H:2]([OH:1])[CH3:6])[CH2:35][CH2:34]1)[CH3:41]. (4) Given the reactants [OH-].[Na+].[CH3:3][N:4]([C:13]1[CH:14]=[C:15]([C:19]2[CH:20]=[N:21][C:22]([CH:25]=[CH:26][C:27]([O-:29])=[O:28])=[N:23][CH:24]=2)[CH:16]=[CH:17][CH:18]=1)[C:5]([NH:7][CH2:8][CH2:9][CH2:10][CH2:11][CH3:12])=[O:6], predict the reaction product. The product is: [CH3:3][N:4]([C:13]1[CH:14]=[C:15]([C:19]2[CH:20]=[N:21][C:22]([CH:25]=[CH:26][C:27]([OH:29])=[O:28])=[N:23][CH:24]=2)[CH:16]=[CH:17][CH:18]=1)[C:5]([NH:7][CH2:8][CH2:9][CH2:10][CH2:11][CH3:12])=[O:6]. (5) The product is: [C:1]([O:5][C:6](=[O:61])[CH2:7][CH2:8][CH2:9][CH2:10][CH2:11][CH2:12][CH2:13][CH2:14][CH2:15][CH2:16][CH2:17][CH2:18][CH2:19][CH2:20][CH2:21][CH2:22][CH2:23][CH2:24][C:25](=[O:60])[NH:26][C@H:27]([C:53]([O:55][C:56]([CH3:59])([CH3:58])[CH3:57])=[O:54])[CH2:28][CH2:29][C:30](=[O:52])[NH:31][CH2:32][CH2:33][O:34][CH2:35][CH2:36][O:37][CH2:38][C:39](=[O:51])[NH:40][CH2:41][CH2:42][O:43][CH2:44][CH2:45][O:46][CH2:47][C:48](=[O:49])[NH:93][CH2:92][CH2:91][NH2:94])([CH3:3])([CH3:2])[CH3:4]. Given the reactants [C:1]([O:5][C:6](=[O:61])[CH2:7][CH2:8][CH2:9][CH2:10][CH2:11][CH2:12][CH2:13][CH2:14][CH2:15][CH2:16][CH2:17][CH2:18][CH2:19][CH2:20][CH2:21][CH2:22][CH2:23][CH2:24][C:25](=[O:60])[NH:26][C@H:27]([C:53]([O:55][C:56]([CH3:59])([CH3:58])[CH3:57])=[O:54])[CH2:28][CH2:29][C:30](=[O:52])[NH:31][CH2:32][CH2:33][O:34][CH2:35][CH2:36][O:37][CH2:38][C:39](=[O:51])[NH:40][CH2:41][CH2:42][O:43][CH2:44][CH2:45][O:46][CH2:47][C:48](O)=[O:49])([CH3:4])([CH3:3])[CH3:2].[B-](F)(F)(F)F.CN(C(ON1C(=O)CCC1=O)=[N+](C)C)C.CCN(C(C)C)C(C)C.[CH2:91]([NH2:94])[CH2:92][NH2:93], predict the reaction product.